This data is from Full USPTO retrosynthesis dataset with 1.9M reactions from patents (1976-2016). The task is: Predict the reactants needed to synthesize the given product. (1) The reactants are: [CH3:1][O:2][C:3]1[CH:4]=[C:5]([O:12][CH2:13][C@H:14]2[CH2:18][CH2:17][CH2:16][N:15]2[C:19]([C@H:21]2[CH2:26][CH2:25][C@H:24]([C:27]([F:30])([F:29])[F:28])[CH2:23][CH2:22]2)=[O:20])[C:6]([C:9]([O-:11])=[O:10])=[N:7][CH:8]=1.[OH-].[Na+].O.C(OCC)C. Given the product [CH3:1][O:2][C:3]1[CH:4]=[C:5]([O:12][CH2:13][C@H:14]2[CH2:18][CH2:17][CH2:16][N:15]2[C:19]([C@H:21]2[CH2:26][CH2:25][C@H:24]([C:27]([F:30])([F:28])[F:29])[CH2:23][CH2:22]2)=[O:20])[C:6]([C:9]([OH:11])=[O:10])=[N:7][CH:8]=1, predict the reactants needed to synthesize it. (2) Given the product [O:17]1[CH2:16][CH2:15][N:14]([CH2:13][C:4]2[CH:5]=[C:6]([CH:11]=[CH:12][C:3]=2[O:2][S:29]([C:28]([F:47])([F:46])[F:27])(=[O:31])=[O:30])[C:7]([O:9][CH3:10])=[O:8])[CH2:19][CH2:18]1, predict the reactants needed to synthesize it. The reactants are: Cl.[OH:2][C:3]1[CH:12]=[CH:11][C:6]([C:7]([O:9][CH3:10])=[O:8])=[CH:5][C:4]=1[CH2:13][N:14]1[CH2:19][CH2:18][O:17][CH2:16][CH2:15]1.C(N(CC)CC)C.[F:27][C:28]([F:47])([F:46])[S:29](N(C1C=CC=CC=1)[S:29]([C:28]([F:47])([F:46])[F:27])(=[O:31])=[O:30])(=[O:31])=[O:30]. (3) Given the product [CH3:9][O:10][C:11](=[O:36])[CH:12]([C:13]1[CH:22]=[C:21]([C:23](=[O:34])[C:24]2[CH:25]=[CH:26][C:27]([S:30]([CH3:33])(=[O:32])=[O:31])=[CH:28][CH:29]=2)[C:20]2[C:15](=[CH:16][CH:17]=[C:18]([F:35])[CH:19]=2)[CH:14]=1)[CH3:1], predict the reactants needed to synthesize it. The reactants are: [CH:1]([N-]C(C)C)(C)C.[Li+].[CH3:9][O:10][C:11](=[O:36])[CH2:12][C:13]1[CH:22]=[C:21]([C:23](=[O:34])[C:24]2[CH:29]=[CH:28][C:27]([S:30]([CH3:33])(=[O:32])=[O:31])=[CH:26][CH:25]=2)[C:20]2[C:15](=[CH:16][CH:17]=[C:18]([F:35])[CH:19]=2)[CH:14]=1.CI. (4) Given the product [Cl:3][C:4]1[CH:11]=[C:10]([F:12])[CH:9]=[C:8]([F:13])[C:5]=1[CH2:6][OH:7], predict the reactants needed to synthesize it. The reactants are: [BH4-].[Na+].[Cl:3][C:4]1[CH:11]=[C:10]([F:12])[CH:9]=[C:8]([F:13])[C:5]=1[CH:6]=[O:7]. (5) Given the product [CH2:62]([O:63][C:11](=[O:38])[CH2:12][N:13]1[N:19]=[C:18]([CH:20]2[CH2:21][CH2:22][CH2:23][CH2:24][CH2:25]2)[C:17]2[CH:26]=[CH:27][CH:28]=[CH:29][C:16]=2[N:15]([CH2:30][C:31](=[O:36])[C:32]([CH3:34])([CH3:33])[CH3:35])[C:14]1=[O:37])[CH3:61], predict the reactants needed to synthesize it. The reactants are: COC(=O)C1C=CC=C(N[C:11](=[O:38])[CH2:12][N:13]2[N:19]=[C:18]([CH:20]3[CH2:25][CH2:24][CH2:23][CH2:22][CH2:21]3)[C:17]3[CH:26]=[CH:27][CH:28]=[CH:29][C:16]=3[N:15]([CH2:30][C:31](=[O:36])[C:32]([CH3:35])([CH3:34])[CH3:33])[C:14]2=[O:37])C=1.CC(C)(C)C(=O)CN1C2C=CC=CC=2C(C2C=CC=CN=2)=NN([CH2:61][C:62](O)=[O:63])C1=O.C(OC(=O)CSC1C=CC=C(N)C=1)C.C1(C2C3C=CC=CC=3N(CC(=O)C(C)(C)C)C(=O)N(CC(O)=O)N=2)CCCCC1.COC(=O)C1C=CC=C(N)C=1.